From a dataset of Forward reaction prediction with 1.9M reactions from USPTO patents (1976-2016). Predict the product of the given reaction. (1) Given the reactants [C:1]([N:8]([CH3:14])[C@H:9]([C:11]([OH:13])=O)[CH3:10])([O:3][C:4]([CH3:7])([CH3:6])[CH3:5])=[O:2].[NH2:15][C:16]1[CH:23]=[CH:22][CH:21]=[CH:20][C:17]=1[CH2:18][NH2:19].Cl.C(N=C=NCCCN(C)C)C.O.ON1C2C=CC=CC=2N=N1, predict the reaction product. The product is: [NH2:15][C:16]1[CH:23]=[CH:22][CH:21]=[CH:20][C:17]=1[CH2:18][NH:19][C:11](=[O:13])[C@@H:9]([N:8]([CH3:14])[C:1](=[O:2])[O:3][C:4]([CH3:5])([CH3:6])[CH3:7])[CH3:10]. (2) Given the reactants [NH2:1][C:2]1[CH:3]=[C:4]([CH:21]=[CH:22][C:23]=1[O:24][CH:25]1[CH2:27][CH2:26]1)[C:5]([NH:7][C:8]1[CH:9]=[N:10][C:11]([C:14]2[CH:19]=[CH:18][CH:17]=[CH:16][C:15]=2[F:20])=[CH:12][CH:13]=1)=[O:6].[CH3:28][N:29]([CH3:36])[C:30]1([C:33](O)=[O:34])[CH2:32][CH2:31]1.C1CN([P+](ON2N=NC3C=CC=CC2=3)(N2CCCC2)N2CCCC2)CC1.F[P-](F)(F)(F)(F)F.C(N(C(C)C)C(C)C)C, predict the reaction product. The product is: [CH:25]1([O:24][C:23]2[CH:22]=[CH:21][C:4]([C:5]([NH:7][C:8]3[CH:9]=[N:10][C:11]([C:14]4[CH:19]=[CH:18][CH:17]=[CH:16][C:15]=4[F:20])=[CH:12][CH:13]=3)=[O:6])=[CH:3][C:2]=2[NH:1][C:33]([C:30]2([N:29]([CH3:36])[CH3:28])[CH2:32][CH2:31]2)=[O:34])[CH2:26][CH2:27]1. (3) Given the reactants [N+:1]([CH2:4][CH3:5])([O-:3])=[O:2].[CH3:6][C:7](=[CH:9][CH2:10][CH2:11][CH:12]([CH2:14][CH:15]=[O:16])[CH3:13])[CH3:8], predict the reaction product. The product is: [CH3:13][CH:12]([CH2:11][CH2:10][CH:9]=[C:7]([CH3:8])[CH3:6])[CH2:14][CH:15]([OH:16])[CH:4]([N+:1]([O-:3])=[O:2])[CH3:5]. (4) Given the reactants C(O[C:4](=O)[C:5]([C:10]([O:12][C:13]([CH3:16])([CH3:15])[CH3:14])=[O:11])([CH3:9])[CH2:6][O:7][NH2:8])C.[BH4-].[Li+].C1C[O:23]CC1, predict the reaction product. The product is: [C:10]([C:5]([CH3:9])([CH3:4])[CH:6]([O:7][NH2:8])[OH:23])([O:12][C:13]([CH3:16])([CH3:15])[CH3:14])=[O:11]. (5) The product is: [C:32]([C:34]1[CH:35]=[C:36]([CH:40]=[C:41]([S:43]([F:47])([F:48])([F:44])([F:45])[F:46])[CH:42]=1)[C:37]([NH:24][C:23]1[CH:25]=[CH:26][C:27]([CH3:28])=[C:21]([N:20]2[C:15]3[N:16]([N:17]=[C:13]([C:11]4[CH:10]=[N:9][N:8]([CH2:7][C:6]5[CH:5]=[CH:4][C:3]([O:2][CH3:1])=[CH:31][CH:30]=5)[CH:12]=4)[CH:14]=3)[C:18]([CH3:29])=[CH:19]2)[CH:22]=1)=[O:38])#[N:33]. Given the reactants [CH3:1][O:2][C:3]1[CH:31]=[CH:30][C:6]([CH2:7][N:8]2[CH:12]=[C:11]([C:13]3[CH:14]=[C:15]4[N:20]([C:21]5[CH:22]=[C:23]([CH:25]=[CH:26][C:27]=5[CH3:28])[NH2:24])[CH:19]=[C:18]([CH3:29])[N:16]4[N:17]=3)[CH:10]=[N:9]2)=[CH:5][CH:4]=1.[C:32]([C:34]1[CH:35]=[C:36]([CH:40]=[C:41]([S:43]([F:48])([F:47])([F:46])([F:45])[F:44])[CH:42]=1)[C:37](O)=[O:38])#[N:33], predict the reaction product. (6) Given the reactants [F:1][C:2]([F:19])([F:18])[C:3]1[S:12][C:11]2[NH:10][C:9]3[CH:13]=[CH:14][CH:15]=[CH:16][C:8]=3[NH:7][C:6](=S)[C:5]=2[N:4]=1.FC(F)(F)S(OC)(=O)=O.[CH3:29][O:30][C:31]1[CH:36]=[CH:35][C:34]([CH2:37][CH2:38][C@H:39]2[CH2:44][NH:43][CH2:42][CH2:41][NH:40]2)=[CH:33][CH:32]=1, predict the reaction product. The product is: [CH3:29][O:30][C:31]1[CH:32]=[CH:33][C:34]([CH2:37][CH2:38][C@@H:39]2[NH:40][CH2:41][CH2:42][N:43]([C:6]3[C:5]4[N:4]=[C:3]([C:2]([F:19])([F:18])[F:1])[S:12][C:11]=4[NH:10][C:9]4[CH:13]=[CH:14][CH:15]=[CH:16][C:8]=4[N:7]=3)[CH2:44]2)=[CH:35][CH:36]=1. (7) Given the reactants [CH2:1]([C:4]1[C:9]2[O:10][C@@H:11]([CH2:14][O:15][S:16]([C:19]3[CH:24]=[CH:23][C:22]([CH3:25])=[CH:21][CH:20]=3)(=[O:18])=[O:17])[CH2:12][O:13][C:8]=2[CH:7]=[CH:6][C:5]=1[N+:26]([O-:28])=[O:27])[CH:2]=[CH2:3], predict the reaction product. The product is: [N+:26]([C:5]1[CH:6]=[CH:7][C:8]2[O:13][CH2:12][CH:11]([CH2:14][O:15][S:16]([C:19]3[CH:24]=[CH:23][C:22]([CH3:25])=[CH:21][CH:20]=3)(=[O:18])=[O:17])[O:10][C:9]=2[C:4]=1[CH:1]=[CH:2][CH3:3])([O-:28])=[O:27]. (8) Given the reactants [F:1][C:2]1[CH:3]=[C:4]([N:9]=[C:10]=[O:11])[CH:5]=[CH:6][C:7]=1[F:8].[CH3:12][C:13]([OH:16])([CH3:15])[CH3:14], predict the reaction product. The product is: [C:13]([O:16][C:10](=[O:11])[NH:9][C:4]1[CH:5]=[CH:6][C:7]([F:8])=[C:2]([F:1])[CH:3]=1)([CH3:15])([CH3:14])[CH3:12]. (9) The product is: [Cl:1][C:2]1[C:3]([F:19])=[C:4]([O:8][C:9](=[O:18])[NH:10][CH2:11][C@@H:12]2[CH2:17][C@@H:16]3[C@@H:14]([CH2:15]3)[N:13]2[C:35](=[O:36])[NH:34][C:37]2[C:45]3[C:40](=[CH:41][CH:42]=[CH:43][CH:44]=3)[N:39]([C:46](=[O:47])[NH2:48])[CH:38]=2)[CH:5]=[CH:6][CH:7]=1. Given the reactants [Cl:1][C:2]1[C:3]([F:19])=[C:4]([O:8][C:9](=[O:18])[NH:10][CH2:11][C@@H:12]2[CH2:17][C@@H:16]3[C@@H:14]([CH2:15]3)[NH:13]2)[CH:5]=[CH:6][CH:7]=1.FC(F)(F)C([O-])=O.CCN(CC)CC.[N:34]([C:37]1[C:45]2[C:40](=[CH:41][CH:42]=[CH:43][CH:44]=2)[N:39]([C:46]([NH2:48])=[O:47])[CH:38]=1)=[C:35]=[O:36], predict the reaction product.